This data is from Retrosynthesis with 50K atom-mapped reactions and 10 reaction types from USPTO. The task is: Predict the reactants needed to synthesize the given product. (1) Given the product Cc1cnc(NC(=O)c2cc(Oc3ccc4c(c3)OCCN(C)C4=O)cc(O[C@@H](C)CO)c2)cn1, predict the reactants needed to synthesize it. The reactants are: COC[C@H](C)Oc1cc(Oc2ccc3c(c2)OCCN(C)C3=O)cc(C(=O)Nc2cnc(C)cn2)c1. (2) Given the product CN(c1ccc(C(O)(C#CC(F)(F)F)C(F)(F)F)cc1)S(=O)(=O)c1ccccc1, predict the reactants needed to synthesize it. The reactants are: C#CC(F)(F)F.CN(c1ccc(C(=O)C(F)(F)F)cc1)S(=O)(=O)c1ccccc1. (3) Given the product OC1CCOc2ccc(Br)cc21, predict the reactants needed to synthesize it. The reactants are: O=C1CCOc2ccc(Br)cc21. (4) Given the product CCOC(=O)Cc1ccc(OC)c(Oc2ccc(NC(=O)c3ccc(Cl)cc3Cl)cc2CSC(C)(C)C)c1, predict the reactants needed to synthesize it. The reactants are: CCOC(=O)Cc1ccc(OC)c(Oc2ccc(N)cc2CSC(C)(C)C)c1.O=C(Cl)c1ccc(Cl)cc1Cl. (5) Given the product Cc1cc(Br)cc(C)c1Nc1nc(Cl)nc(Cl)n1, predict the reactants needed to synthesize it. The reactants are: Cc1cc(Br)cc(C)c1N.Clc1nc(Cl)nc(Cl)n1.